This data is from Forward reaction prediction with 1.9M reactions from USPTO patents (1976-2016). The task is: Predict the product of the given reaction. (1) Given the reactants [C:1]([C:4]1[C:9]([O:10][CH3:11])=[CH:8][C:7]([O:12][CH3:13])=[CH:6][C:5]=1[O:14][CH3:15])([CH3:3])=[CH2:2].[H][H], predict the reaction product. The product is: [CH:1]([C:4]1[C:5]([O:14][CH3:15])=[CH:6][C:7]([O:12][CH3:13])=[CH:8][C:9]=1[O:10][CH3:11])([CH3:3])[CH3:2]. (2) Given the reactants [F:1][C:2]1[C:7]([O:8][CH:9]2[CH2:14][CH2:13][CH2:12][CH2:11][O:10]2)=[CH:6][CH:5]=[C:4]([OH:15])[C:3]=1[C:16](=[O:25])[CH2:17][C:18]1[CH:23]=[CH:22][C:21]([F:24])=[CH:20][CH:19]=1.[I:26][C:27]1[CH:34]=[CH:33][C:30]([CH:31]=O)=[CH:29][CH:28]=1.C1CCN2C(=NCCC2)CC1.N1CCCCC1, predict the reaction product. The product is: [F:1][C:2]1[C:7]([O:8][CH:9]2[CH2:14][CH2:13][CH2:12][CH2:11][O:10]2)=[CH:6][CH:5]=[C:4]2[C:3]=1[C:16](=[O:25])[CH:17]([C:18]1[CH:19]=[CH:20][C:21]([F:24])=[CH:22][CH:23]=1)[CH:31]([C:30]1[CH:33]=[CH:34][C:27]([I:26])=[CH:28][CH:29]=1)[O:15]2. (3) Given the reactants COC(=O)[NH:4][C:5]1[S:6][C:7]2[C:13]([CH:14]=[CH2:15])=[CH:12][CH:11]=[C:10]([O:16][CH3:17])[C:8]=2[N:9]=1.O, predict the reaction product. The product is: [CH3:17][O:16][C:10]1[C:8]2[N:9]=[C:5]([NH2:4])[S:6][C:7]=2[C:13]([CH:14]=[CH2:15])=[CH:12][CH:11]=1. (4) Given the reactants [F:1][C:2]1[C:7]([F:8])=[C:6](F)[N:5]=[CH:4][N:3]=1.[CH2:10]([OH:14])[C:11]#[C:12][CH3:13].C(N(CC)CC)C, predict the reaction product. The product is: [CH2:10]([O:14][C:6]1[C:7]([F:8])=[C:2]([F:1])[N:3]=[CH:4][N:5]=1)[C:11]#[C:12][CH3:13].